Dataset: Reaction yield outcomes from USPTO patents with 853,638 reactions. Task: Predict the reaction yield, written as a fraction of the theoretical maximum amount of product (1.0 means a 100% yield; for example, 0.34 means a 34% yield). The yield is 0.940. The product is [F:1][C:2]1[CH:3]=[CH:4][C:5]2[N:6]([CH2:18][CH:20]3[CH2:21][O:22]3)[C:7]3[C:12]([C:13]=2[CH:14]=1)=[C:11]([F:15])[CH:10]=[CH:9][CH:8]=3. The catalyst is CN(C)C=O. The reactants are [F:1][C:2]1[CH:3]=[CH:4][C:5]2[NH:6][C:7]3[C:12]([C:13]=2[CH:14]=1)=[C:11]([F:15])[CH:10]=[CH:9][CH:8]=3.[OH-].[K+].[CH2:18]([CH:20]1[O:22][CH2:21]1)Br.